From a dataset of Reaction yield outcomes from USPTO patents with 853,638 reactions. Predict the reaction yield, written as a fraction of the theoretical maximum amount of product (1.0 means a 100% yield; for example, 0.34 means a 34% yield). (1) The reactants are [C:1]1([C:7]2[CH:16]=[CH:15][CH:14]=[C:13]3[C:8]=2[C:9]([NH:27][CH2:28][C:29]2[CH:34]=[CH:33][CH:32]=[CH:31][N:30]=2)=[N:10][C:11]([C:17]2[CH:18]=[C:19]([S:23]([NH2:26])(=[O:25])=[O:24])[CH:20]=[N:21][CH:22]=2)=[N:12]3)[CH:6]=[CH:5][CH:4]=[CH:3][CH:2]=1.C(N([CH2:40][CH3:41])CC)C.[P:42](Cl)(=[O:49])([O:46][CH2:47][CH3:48])[O:43][CH2:44][CH3:45]. The catalyst is C(Cl)(Cl)Cl.CN(C)C1C=CN=CC=1.C(Cl)Cl.O. The product is [CH2:44]([O:43][P:42]([N:26]([S:23]([C:19]1[CH:20]=[N:21][CH:22]=[C:17]([C:11]2[N:10]=[C:9]([NH:27][CH2:28][C:29]3[CH:34]=[CH:33][CH:32]=[CH:31][N:30]=3)[C:8]3[C:13](=[CH:14][CH:15]=[CH:16][C:7]=3[C:1]3[CH:2]=[CH:3][CH:4]=[CH:5][CH:6]=3)[N:12]=2)[CH:18]=1)(=[O:24])=[O:25])[P:42](=[O:43])([OH:49])[O:46][CH2:40][CH3:41])([O:46][CH2:47][CH3:48])=[O:49])[CH3:45]. The yield is 0.200. (2) The reactants are [NH2:1][C@@H:2]([CH2:33][C:34]1[CH:39]=[CH:38][CH:37]=[CH:36][CH:35]=1)[C@@H:3]([OH:32])[CH2:4][C@@H:5]([NH:19][C:20]([C@@H:22]([NH:27][C:28](=[O:31])[O:29][CH3:30])[C:23]([CH3:26])([CH3:25])[CH3:24])=[O:21])[CH2:6][C:7]1[CH:12]=[CH:11][C:10]([C:13]2[CH:18]=[CH:17][CH:16]=[CH:15][N:14]=2)=[CH:9][CH:8]=1.[NH2:40][C:41]([NH:43][CH2:44][C@@H:45]([C:51](O)=[O:52])[NH:46][C:47]([O:49][CH3:50])=[O:48])=[O:42].CCOP(ON1N=NC2C=CC=CC=2C1=O)(OCC)=O.C(N(CC)CC)C. The catalyst is O1CCCC1. The product is [CH3:50][O:49][C:47](=[O:48])[NH:46][C@@H:45]([CH2:44][NH:43][C:41]([NH2:40])=[O:42])[C:51](=[O:52])[NH:1][C@@H:2]([CH2:33][C:34]1[CH:35]=[CH:36][CH:37]=[CH:38][CH:39]=1)[C@@H:3]([OH:32])[CH2:4][C@H:5]([CH2:6][C:7]1[CH:12]=[CH:11][C:10]([C:13]2[CH:18]=[CH:17][CH:16]=[CH:15][N:14]=2)=[CH:9][CH:8]=1)[NH:19][C:20](=[O:21])[C@H:22]([C:23]([CH3:26])([CH3:25])[CH3:24])[NH:27][C:28](=[O:31])[O:29][CH3:30]. The yield is 0.550. (3) The reactants are Br[C:2]1[N:3]=[C:4]2[CH:10]=[CH:9][N:8]([S:11]([C:14]3[CH:20]=[CH:19][C:17]([CH3:18])=[CH:16][CH:15]=3)(=[O:13])=[O:12])[C:5]2=[N:6][CH:7]=1.[CH:21](/B(O)O)=[CH:22]\[C:23]1[CH:28]=[CH:27][CH:26]=[CH:25][CH:24]=1.C([O-])([O-])=O.[Na+].[Na+]. The catalyst is C1COCC1.O.C(Cl)Cl.C1C=CC(P(C2C=CC=CC=2)[C-]2C=CC=C2)=CC=1.C1C=CC(P(C2C=CC=CC=2)[C-]2C=CC=C2)=CC=1.Cl[Pd]Cl.[Fe+2]. The product is [CH:21](/[C:2]1[N:3]=[C:4]2[CH:10]=[CH:9][N:8]([S:11]([C:14]3[CH:20]=[CH:19][C:17]([CH3:18])=[CH:16][CH:15]=3)(=[O:13])=[O:12])[C:5]2=[N:6][CH:7]=1)=[CH:22]\[C:23]1[CH:28]=[CH:27][CH:26]=[CH:25][CH:24]=1. The yield is 0.360. (4) The yield is 0.316. The product is [C:39]([O:34][C:31]([N:20]([CH2:19][CH:16]1[CH2:17][CH2:18][N:13]([CH2:12][C:11]2[CH:10]=[CH:9][C:5]([C:6]([OH:8])=[O:7])=[CH:4][C:3]=2[C:1]#[N:2])[CH2:14][CH2:15]1)[C@@H:21]1[CH2:23][C@H:22]1[C:24]1[CH:29]=[CH:28][CH:27]=[CH:26][CH:25]=1)=[O:32])([CH3:44])([CH3:41])[CH3:38]. The catalyst is C1COCC1.O. The reactants are [C:1]([C:3]1[CH:4]=[C:5]([CH:9]=[CH:10][C:11]=1[CH2:12][N:13]1[CH2:18][CH2:17][CH:16]([CH2:19][NH:20][C@@H:21]2[CH2:23][C@H:22]2[C:24]2[CH:29]=[CH:28][CH:27]=[CH:26][CH:25]=2)[CH2:15][CH2:14]1)[C:6]([O-:8])=[O:7])#[N:2].[K+].[C:31]([O-:34])([O-])=[O:32].[Na+].[Na+].C(O)(=O)[CH2:38][C:39]([CH2:44]C(O)=O)([C:41](O)=O)O. (5) The reactants are Br[CH2:2][C:3]1[CH:4]=[C:5]2[C:10](=[CH:11][CH:12]=1)[N:9]=[CH:8][CH:7]=[CH:6]2.[C-:13]#[N:14].[Na+]. The catalyst is C(O)C. The product is [N:9]1[C:10]2[C:5](=[CH:4][C:3]([CH2:2][C:13]#[N:14])=[CH:12][CH:11]=2)[CH:6]=[CH:7][CH:8]=1. The yield is 0.0800. (6) The reactants are [C:1]1([S:7][C:8]2[CH:13]=[CH:12][C:11]([OH:14])=[CH:10][CH:9]=2)[CH:6]=[CH:5][CH:4]=[CH:3][CH:2]=1.[CH3:15][O:16][CH2:17][CH2:18]Cl.C(=O)([O-])[O-].[K+].[K+].CN(C=O)C. The catalyst is C1(C)C=CC=CC=1.O. The product is [C:1]1([S:7][C:8]2[CH:13]=[CH:12][C:11]([O:14][CH2:18][CH2:17][O:16][CH3:15])=[CH:10][CH:9]=2)[CH:2]=[CH:3][CH:4]=[CH:5][CH:6]=1. The yield is 0.930.